This data is from Catalyst prediction with 721,799 reactions and 888 catalyst types from USPTO. The task is: Predict which catalyst facilitates the given reaction. (1) The catalyst class is: 71. Reactant: [C:1]([N:4]1[CH2:9][CH2:8][CH2:7][CH:6]([NH:10][NH:11]C(OC(C)(C)C)=O)[CH2:5]1)(=[O:3])[CH3:2].[ClH:19]. Product: [ClH:19].[NH:10]([CH:6]1[CH2:7][CH2:8][CH2:9][N:4]([C:1](=[O:3])[CH3:2])[CH2:5]1)[NH2:11]. (2) Reactant: [C:1]1([C:7]2[CH:11]([C:12]3[CH:17]=[CH:16][CH:15]=[CH:14][CH:13]=3)[C:10]([CH3:23])(N3CCCC3)[O:9][N:8]=2)[CH:6]=[CH:5][CH:4]=[CH:3][CH:2]=1.Cl. Product: [C:1]1([C:7]2[C:11]([C:12]3[CH:13]=[CH:14][CH:15]=[CH:16][CH:17]=3)=[C:10]([CH3:23])[O:9][N:8]=2)[CH:6]=[CH:5][CH:4]=[CH:3][CH:2]=1. The catalyst class is: 6. (3) Reactant: [Cl:1][C:2]1[CH:29]=[CH:28][CH:27]=[C:26]([C:30]2([OH:34])[CH2:33][CH2:32][CH2:31]2)[C:3]=1[CH2:4][N:5]1[C:13]2[C:8](=[C:9]([F:14])[CH:10]=[CH:11][CH:12]=2)[C:7]([C:15]2[CH:24]=[CH:23][C:18]([C:19]([O:21]C)=[O:20])=[CH:17][C:16]=2[F:25])=[N:6]1.[OH-].[Na+]. Product: [Cl:1][C:2]1[CH:29]=[CH:28][CH:27]=[C:26]([C:30]2([OH:34])[CH2:31][CH2:32][CH2:33]2)[C:3]=1[CH2:4][N:5]1[C:13]2[C:8](=[C:9]([F:14])[CH:10]=[CH:11][CH:12]=2)[C:7]([C:15]2[CH:24]=[CH:23][C:18]([C:19]([OH:21])=[O:20])=[CH:17][C:16]=2[F:25])=[N:6]1. The catalyst class is: 24. (4) Product: [CH3:21][C:22]1[N:27]=[C:26]([CH2:28][CH2:33][CH3:32])[C:25]([O:34][C:2]2[CH:7]=[CH:6][N:5]=[C:4]([NH:8][C:9]3[CH:14]=[C:13]([O:15][CH3:16])[C:12]([O:17][CH3:18])=[C:11]([O:19][CH3:20])[CH:10]=3)[CH:3]=2)=[CH:24][CH:23]=1. The catalyst class is: 3. Reactant: F[C:2]1[CH:7]=[CH:6][N:5]=[C:4]([NH:8][C:9]2[CH:14]=[C:13]([O:15][CH3:16])[C:12]([O:17][CH3:18])=[C:11]([O:19][CH3:20])[CH:10]=2)[CH:3]=1.[CH3:21][C:22]1[N:27]=[C:26]([C:28]2[CH:33]=[CH:32]C=CN=2)[C:25]([O:34]C2C=CN=C(NC3C=CC(S(N)(=O)=O)=CC=3)C=2)=[CH:24][CH:23]=1.C([O-])([O-])=O.[K+].[K+]. (5) Product: [ClH:32].[N+:1]([O:4][CH2:5][C:6]1[N:11]=[C:10]([CH3:12])[C:9]([O:13][C:14](=[O:25])[C:15]2[CH:20]=[CH:19][CH:18]=[CH:17][C:16]=2[O:21][C:22](=[O:24])[CH3:23])=[CH:8][CH:7]=1)([O-:3])=[O:2]. Reactant: [N+:1]([O:4][CH2:5][C:6]1[N:11]=[C:10]([CH3:12])[C:9]([O:13][C:14](=[O:25])[C:15]2[CH:20]=[CH:19][CH:18]=[CH:17][C:16]=2[O:21][C:22](=[O:24])[CH3:23])=[CH:8][CH:7]=1)([O-:3])=[O:2].C(OCC)(=O)C.[ClH:32]. The catalyst class is: 13. (6) Reactant: C[O:2][C:3](=[O:28])[CH2:4][N:5]1[C:9]2[CH:10]=[C:11]([F:14])[CH:12]=[CH:13][C:8]=2[N:7]=[C:6]1[S:15][CH2:16][C:17]1[CH:22]=[C:21]([C:23](=[O:25])[CH3:24])[CH:20]=[CH:19][C:18]=1[O:26][CH3:27].[OH-].[Li+]. Product: [C:23]([C:21]1[CH:20]=[CH:19][C:18]([O:26][CH3:27])=[C:17]([CH:22]=1)[CH2:16][S:15][C:6]1[N:5]([CH2:4][C:3]([OH:28])=[O:2])[C:9]2[CH:10]=[C:11]([F:14])[CH:12]=[CH:13][C:8]=2[N:7]=1)(=[O:25])[CH3:24]. The catalyst class is: 1. (7) Reactant: [C:1]([N:4]1[C:13]2[C:8](=[CH:9][C:10]([C:15]([O:17][CH2:18][CH3:19])=[O:16])=[N:11][C:12]=2[OH:14])[CH:7]([NH:20][C:21]([O:23][CH2:24][C:25]2[CH:30]=[CH:29][CH:28]=[CH:27][CH:26]=2)=[O:22])[CH:6]([CH3:31])[CH:5]1[CH:32]1[CH2:34][CH2:33]1)(=[O:3])[CH3:2].C(N(CC)CC)C.ClC1C=CC(N([S:50]([C:53]([F:56])([F:55])[F:54])(=[O:52])=[O:51])[S:50]([C:53]([F:56])([F:55])[F:54])(=[O:52])=[O:51])=NC=1. Product: [C:1]([N:4]1[C:13]2[C:8](=[CH:9][C:10]([C:15]([O:17][CH2:18][CH3:19])=[O:16])=[N:11][C:12]=2[O:14][S:50]([C:53]([F:56])([F:55])[F:54])(=[O:52])=[O:51])[CH:7]([NH:20][C:21]([O:23][CH2:24][C:25]2[CH:30]=[CH:29][CH:28]=[CH:27][CH:26]=2)=[O:22])[CH:6]([CH3:31])[CH:5]1[CH:32]1[CH2:33][CH2:34]1)(=[O:3])[CH3:2]. The catalyst class is: 64.